This data is from Experimentally validated miRNA-target interactions with 360,000+ pairs, plus equal number of negative samples. The task is: Binary Classification. Given a miRNA mature sequence and a target amino acid sequence, predict their likelihood of interaction. The miRNA is cel-miR-785-3p with sequence UAAGUGAAUUGUUUUGUGUAGA. The protein sequence of the target gene is MASWLPETLFEIVGQGPAPSKDYYQLLITRTQIIFRWWKISLRSEYRSAKPGETKESHEDFLDNSHLQVQVAVVFGTKILDYVFNLCEGKFDYLERLSDRLLLKIICYLDLEDIASLSQTSSKFEKLCKSDLLWEQIVQSTCDTITPDMRALAKNMGWRQMFLTNNIQLQRQTRKKKQRQENQAEKLA. Result: 0 (no interaction).